Dataset: Forward reaction prediction with 1.9M reactions from USPTO patents (1976-2016). Task: Predict the product of the given reaction. (1) The product is: [Cl:17][C:11]1[CH:12]=[CH:13][CH:14]=[C:15]([Cl:16])[C:10]=1[C:9]([NH:8][C:6]1[CH:5]=[CH:4][N:3]=[C:2]([NH:26][C:21]2[C:20]([F:19])=[CH:25][CH:24]=[CH:23][N:22]=2)[CH:7]=1)=[O:18]. Given the reactants Br[C:2]1[CH:7]=[C:6]([NH:8][C:9](=[O:18])[C:10]2[C:15]([Cl:16])=[CH:14][CH:13]=[CH:12][C:11]=2[Cl:17])[CH:5]=[CH:4][N:3]=1.[F:19][C:20]1[C:21]([NH2:26])=[N:22][CH:23]=[CH:24][CH:25]=1.C([O-])([O-])=O.[Cs+].[Cs+], predict the reaction product. (2) Given the reactants [Cl:1][C:2]1[CH:3]=[CH:4][C:5]2[CH:11]([CH3:12])[NH:10][CH2:9][CH:8]([CH2:13][C:14]([F:17])([F:16])[F:15])[O:7][C:6]=2[N:18]=1.C=O.[C:21](O[BH-](OC(=O)C)OC(=O)C)(=O)C.[Na+], predict the reaction product. The product is: [Cl:1][C:2]1[CH:3]=[CH:4][C:5]2[CH:11]([CH3:12])[N:10]([CH3:21])[CH2:9][CH:8]([CH2:13][C:14]([F:17])([F:16])[F:15])[O:7][C:6]=2[N:18]=1. (3) Given the reactants Br[C:2]1[CH:42]=[CH:41][C:5]2[N:6]=[C:7]([N:23]([C:32]3[C:37]([Cl:38])=[CH:36][C:35]([F:39])=[CH:34][C:33]=3[Cl:40])[CH2:24][O:25][CH2:26][CH2:27][Si:28]([CH3:31])([CH3:30])[CH3:29])[C:8]3[CH:9]=[CH:10][N:11]([CH2:15][O:16][CH2:17][CH2:18][Si:19]([CH3:22])([CH3:21])[CH3:20])[C:12](=[O:14])[C:13]=3[C:4]=2[CH:3]=1.[NH2:43][CH2:44][CH:45]([C:47]1[CH:52]=[N:51][CH:50]=[CH:49][N:48]=1)[OH:46].N1CCC[C@H]1C(O)=O.C(=O)([O-])[O-].[K+].[K+], predict the reaction product. The product is: [Cl:38][C:37]1[CH:36]=[C:35]([F:39])[CH:34]=[C:33]([Cl:40])[C:32]=1[N:23]([CH2:24][O:25][CH2:26][CH2:27][Si:28]([CH3:31])([CH3:30])[CH3:29])[C:7]1[C:8]2[CH:9]=[CH:10][N:11]([CH2:15][O:16][CH2:17][CH2:18][Si:19]([CH3:21])([CH3:22])[CH3:20])[C:12](=[O:14])[C:13]=2[C:4]2[CH:3]=[C:2]([NH:43][CH2:44][CH:45]([OH:46])[C:47]3[CH:52]=[N:51][CH:50]=[CH:49][N:48]=3)[CH:42]=[CH:41][C:5]=2[N:6]=1. (4) The product is: [NH2:14][C:7]1[S:8][C:9]([C:10]([F:13])([F:11])[F:12])=[C:5]([C:1](=[O:4])[CH2:2][CH3:3])[N:6]=1. Given the reactants [C:1]([C:5]1[N:6]=[C:7]([N:14]2C(=O)C3C(=CC=CC=3)C2=O)[S:8][C:9]=1[C:10]([F:13])([F:12])[F:11])(=[O:4])[CH2:2][CH3:3].O.NN, predict the reaction product. (5) Given the reactants [F:1][C:2]1[CH:7]=[CH:6][CH:5]=[C:4]([F:8])[C:3]=1[N:9]1[C:14]2[N:15]=[C:16]([NH:36][CH:37]3[CH2:42][CH2:41][N:40](C(OC(C)(C)C)=O)[CH2:39][CH2:38]3)[N:17]=[C:18]([C:19]3[CH:24]=[C:23]([C:25]([NH:27][CH2:28][C:29]4[CH:34]=[CH:33][CH:32]=[CH:31][CH:30]=4)=[O:26])[CH:22]=[CH:21][C:20]=3[CH3:35])[C:13]=2[CH2:12][NH:11][C:10]1=[O:50].FC(F)(F)C(O)=O, predict the reaction product. The product is: [F:1][C:2]1[CH:7]=[CH:6][CH:5]=[C:4]([F:8])[C:3]=1[N:9]1[C:14]2[N:15]=[C:16]([NH:36][CH:37]3[CH2:42][CH2:41][NH:40][CH2:39][CH2:38]3)[N:17]=[C:18]([C:19]3[CH:24]=[C:23]([CH:22]=[CH:21][C:20]=3[CH3:35])[C:25]([NH:27][CH2:28][C:29]3[CH:30]=[CH:31][CH:32]=[CH:33][CH:34]=3)=[O:26])[C:13]=2[CH2:12][NH:11][C:10]1=[O:50]. (6) Given the reactants [F:1][C:2]1[CH:3]=[C:4]([C:20]2[NH:21][CH:22]=[CH:23][N:24]=2)[CH:5]=[C:6]2[C:10]=1[NH:9][N:8]=[C:7]2/[CH:11]=[CH:12]/[C:13]1[CH:18]=[CH:17][C:16]([F:19])=[CH:15][CH:14]=1.[H-].[Na+].[CH3:27][N:28]([CH3:33])[S:29](Cl)(=[O:31])=[O:30].[OH2:34], predict the reaction product. The product is: [CH3:27][N:28]([CH3:33])[S:29]([N:9]1[C:10]2[C:6](=[CH:5][C:4]([C:20]3[N:24]([S:29](=[O:30])(=[O:34])[N:28]([CH3:33])[CH3:27])[CH:23]=[CH:22][N:21]=3)=[CH:3][C:2]=2[F:1])[C:7](/[CH:11]=[CH:12]/[C:13]2[CH:18]=[CH:17][C:16]([F:19])=[CH:15][CH:14]=2)=[N:8]1)(=[O:31])=[O:30].